This data is from NCI-60 drug combinations with 297,098 pairs across 59 cell lines. The task is: Regression. Given two drug SMILES strings and cell line genomic features, predict the synergy score measuring deviation from expected non-interaction effect. (1) Drug 1: CC1=C(C=C(C=C1)NC2=NC=CC(=N2)N(C)C3=CC4=NN(C(=C4C=C3)C)C)S(=O)(=O)N.Cl. Drug 2: CC1CCC2CC(C(=CC=CC=CC(CC(C(=O)C(C(C(=CC(C(=O)CC(OC(=O)C3CCCCN3C(=O)C(=O)C1(O2)O)C(C)CC4CCC(C(C4)OC)OCCO)C)C)O)OC)C)C)C)OC. Cell line: SK-OV-3. Synergy scores: CSS=16.2, Synergy_ZIP=1.93, Synergy_Bliss=1.47, Synergy_Loewe=-16.2, Synergy_HSA=0.0185. (2) Drug 1: CCC1=C2CN3C(=CC4=C(C3=O)COC(=O)C4(CC)O)C2=NC5=C1C=C(C=C5)O. Drug 2: C(CCl)NC(=O)N(CCCl)N=O. Cell line: SK-MEL-5. Synergy scores: CSS=49.9, Synergy_ZIP=-2.85, Synergy_Bliss=-2.33, Synergy_Loewe=-20.5, Synergy_HSA=-0.0268.